Dataset: Full USPTO retrosynthesis dataset with 1.9M reactions from patents (1976-2016). Task: Predict the reactants needed to synthesize the given product. (1) Given the product [O:1]1[CH2:6][CH2:5][CH2:4][CH2:3][CH:2]1[O:7][CH2:8][C:9]1[N:10]=[C:11]([C:16]2[CH:21]=[CH:20][CH:19]=[C:18]([C:22]([F:25])([F:23])[F:24])[CH:17]=2)[S:12][C:13]=1[CH2:14][OH:15], predict the reactants needed to synthesize it. The reactants are: [O:1]1[CH2:6][CH2:5][CH2:4][CH2:3][CH:2]1[O:7][CH2:8][C:9]1[N:10]=[C:11]([C:16]2[CH:21]=[CH:20][CH:19]=[C:18]([C:22]([F:25])([F:24])[F:23])[CH:17]=2)[S:12][C:13]=1[CH:14]=[O:15].[BH4-].[Na+].O. (2) Given the product [NH:30]1[C:26]2=[N:27][CH:28]=[CH:29][C:24]([NH:1][C@H:2]([C:5]3[N:14]([C:15]4[CH:16]=[CH:17][CH:18]=[CH:19][CH:20]=4)[C:13](=[O:21])[C:12]4[C:7](=[CH:8][CH:9]=[CH:10][C:11]=4[F:22])[N:6]=3)[CH2:3][CH3:4])=[C:25]2[CH:32]=[CH:31]1, predict the reactants needed to synthesize it. The reactants are: [NH2:1][C@H:2]([C:5]1[N:14]([C:15]2[CH:20]=[CH:19][CH:18]=[CH:17][CH:16]=2)[C:13](=[O:21])[C:12]2[C:7](=[CH:8][CH:9]=[CH:10][C:11]=2[F:22])[N:6]=1)[CH2:3][CH3:4].Cl[C:24]1[CH:29]=[CH:28][N:27]=[C:26]2[NH:30][CH:31]=[CH:32][C:25]=12.C(N(C(C)C)CC)(C)C. (3) Given the product [CH2:41]([O:40][C:38](=[O:39])[NH:1][CH2:2][C@@H:3]1[CH2:8][CH2:7][CH2:6][N:5]([C:9]2[C:18]3[C:13](=[CH:14][C:15]([CH3:19])=[CH:16][CH:17]=3)[N:12]=[C:11]([C:20]3[C:21]([OH:27])=[CH:22][CH:23]=[CH:24][C:25]=3[F:26])[N:10]=2)[CH2:4]1)[CH3:42], predict the reactants needed to synthesize it. The reactants are: [NH2:1][CH2:2][C@@H:3]1[CH2:8][CH2:7][CH2:6][N:5]([C:9]2[C:18]3[C:13](=[CH:14][C:15]([CH3:19])=[CH:16][CH:17]=3)[N:12]=[C:11]([C:20]3[C:25]([F:26])=[CH:24][CH:23]=[CH:22][C:21]=3[OH:27])[N:10]=2)[CH2:4]1.C(N(C(C)C)CC)(C)C.Cl[C:38]([O:40][CH2:41][CH3:42])=[O:39].